Dataset: Forward reaction prediction with 1.9M reactions from USPTO patents (1976-2016). Task: Predict the product of the given reaction. (1) Given the reactants Br[C:2]1[CH:3]=[CH:4][CH:5]=[C:6]2[C:11]=1[CH:10]=[N:9][CH:8]=[CH:7]2.[Br-].[C:13]([O:17][C:18](=[O:21])[CH2:19][Zn+])([CH3:16])([CH3:15])[CH3:14], predict the reaction product. The product is: [CH:10]1[C:11]2[C:6](=[CH:5][CH:4]=[CH:3][C:2]=2[CH2:19][C:18]([O:17][C:13]([CH3:16])([CH3:15])[CH3:14])=[O:21])[CH:7]=[CH:8][N:9]=1. (2) Given the reactants [CH3:1][C:2]1[C:10]2[C:5](=[CH:6][CH:7]=[C:8](B3OC(C)(C)C(C)(C)O3)[CH:9]=2)[NH:4][CH:3]=1.Cl[C:21]1[N:26]=[N:25][C:24]([O:27][C@@H:28]2[CH:33]3[CH2:34][CH2:35][N:30]([CH2:31][CH2:32]3)[CH2:29]2)=[CH:23][CH:22]=1.N, predict the reaction product. The product is: [N:30]12[CH2:31][CH2:32][CH:33]([CH2:34][CH2:35]1)[C@@H:28]([O:27][C:24]1[N:25]=[N:26][C:21]([C:8]3[CH:9]=[C:10]4[C:5](=[CH:6][CH:7]=3)[NH:4][CH:3]=[C:2]4[CH3:1])=[CH:22][CH:23]=1)[CH2:29]2. (3) Given the reactants [CH3:1][O:2][C:3](=[O:27])[C@H:4]([NH:17][C:18]1[CH:23]=[C:22]([CH3:24])[C:21]([F:25])=[C:20]([CH3:26])[CH:19]=1)[CH2:5][CH2:6][CH2:7][CH2:8][NH:9]C(OC(C)(C)C)=O.FC(F)(F)C(O)=O, predict the reaction product. The product is: [CH3:1][O:2][C:3](=[O:27])[C@H:4]([NH:17][C:18]1[CH:23]=[C:22]([CH3:24])[C:21]([F:25])=[C:20]([CH3:26])[CH:19]=1)[CH2:5][CH2:6][CH2:7][CH2:8][NH2:9]. (4) The product is: [C:1]1([C:7]2[O:11][N:10]=[CH:9][C:8]=2/[CH:12]=[CH:22]/[C:23]([O:25][CH2:26][CH3:27])=[O:24])[CH:2]=[CH:3][CH:4]=[CH:5][CH:6]=1. Given the reactants [C:1]1([C:7]2[O:11][N:10]=[CH:9][C:8]=2[CH:12]=O)[CH:6]=[CH:5][CH:4]=[CH:3][CH:2]=1.C(OP([CH2:22][C:23]([O:25][CH2:26][CH3:27])=[O:24])(OCC)=O)C.[H-].[Na+].Cl, predict the reaction product. (5) Given the reactants C1C2C(=CC=CC=2)CC1C([O-])=O.[CH3:13][O:14][C:15]([CH:17]1[CH2:25][C:24]2[C:19](=[CH:20][CH:21]=[CH:22][C:23]=2[S:26](=[O:33])(=[O:32])[N:27]([CH2:29][CH2:30]Br)[CH3:28])[CH2:18]1)=[O:16].[C:34]1([CH3:50])[CH:39]=[CH:38][C:37]([C:40]([C:43]2[CH:48]=[CH:47][C:46]([CH3:49])=[CH:45][CH:44]=2)=[N:41][OH:42])=[CH:36][CH:35]=1.C(=O)([O-])[O-].[K+].[K+], predict the reaction product. The product is: [C:46]1([CH3:49])[CH:45]=[CH:44][C:43]([C:40](=[N:41][O:42][CH2:30][CH2:29][N:27]([CH3:28])[S:26]([C:23]2[CH:22]=[CH:21][CH:20]=[C:19]3[C:24]=2[CH2:25][CH:17]([C:15]([O:14][CH3:13])=[O:16])[CH2:18]3)(=[O:33])=[O:32])[C:37]2[CH:38]=[CH:39][C:34]([CH3:50])=[CH:35][CH:36]=2)=[CH:48][CH:47]=1. (6) Given the reactants [Br:1][C:2]1[CH:3]=[CH:4][C:5]([F:16])=[C:6]([CH:8]([C:10]2[CH:11]=[N:12][CH:13]=[N:14][CH:15]=2)[OH:9])[CH:7]=1.CC(OI1(OC(C)=O)(OC(C)=O)OC(=O)C2C=CC=CC1=2)=O, predict the reaction product. The product is: [Br:1][C:2]1[CH:3]=[CH:4][C:5]([F:16])=[C:6]([C:8]([C:10]2[CH:15]=[N:14][CH:13]=[N:12][CH:11]=2)=[O:9])[CH:7]=1. (7) Given the reactants [CH3:1][O:2][C:3]12[CH2:12][CH:7]3[CH2:8][CH:9]([CH2:11][CH:5]([N:6]3C(OC(C)(C)C)=O)[CH2:4]1)[CH2:10]2.FC(F)(F)C(O)=O, predict the reaction product. The product is: [CH3:1][O:2][C:3]12[CH2:4][CH:5]3[CH2:11][CH:9]([CH2:8][CH:7]([NH:6]3)[CH2:12]1)[CH2:10]2. (8) The product is: [CH3:21][CH:9]([NH:12][CH2:13][CH2:14][N:15]1[CH2:20][CH2:19][CH2:18][CH2:17][CH2:16]1)[C:8]([C:5]1[CH:6]=[CH:7][CH:2]=[CH:3][CH:4]=1)=[O:10]. Given the reactants F[C:2]1[CH:7]=[CH:6][C:5]([C:8](=[O:10])[CH3:9])=[CH:4][CH:3]=1.C[NH:12][CH2:13][CH2:14][N:15]1[CH2:20][CH2:19][CH2:18][CH2:17][CH2:16]1.[C:21]([O-])([O-])=O.[K+].[K+], predict the reaction product. (9) Given the reactants C(N1C=CN=C1)(N1C=CN=C1)=O.[CH2:13]([O:15][C:16]1[CH:17]=[C:18]([CH:22]=[C:23]([O:31][CH2:32][CH3:33])[C:24]=1[C:25]1[CH:26]=[N:27][N:28]([CH3:30])[CH:29]=1)[C:19](O)=[O:20])[CH3:14].Cl.Cl.[O:36]=[C:37]1[C:51]2[C:46](=[CH:47][CH:48]=[C:49]([C:52]3[CH:53]=[C:54]([C:58]([OH:60])=[O:59])[CH:55]=[N:56][CH:57]=3)[CH:50]=2)[O:45][C:39]2([CH2:44][CH2:43][NH:42][CH2:41][CH2:40]2)[CH2:38]1.Cl, predict the reaction product. The product is: [CH2:13]([O:15][C:16]1[CH:17]=[C:18]([C:19]([N:42]2[CH2:41][CH2:40][C:39]3([CH2:38][C:37](=[O:36])[C:51]4[C:46](=[CH:47][CH:48]=[C:49]([C:52]5[CH:53]=[C:54]([C:58]([OH:60])=[O:59])[CH:55]=[N:56][CH:57]=5)[CH:50]=4)[O:45]3)[CH2:44][CH2:43]2)=[O:20])[CH:22]=[C:23]([O:31][CH2:32][CH3:33])[C:24]=1[C:25]1[CH:26]=[N:27][N:28]([CH3:30])[CH:29]=1)[CH3:14]. (10) Given the reactants [Si:1]([C:8]1[C:13]([F:14])=[C:12]([F:15])[N:11]=[C:10]([C:16]([C:18]2[C:19](F)=[N:20][CH:21]=[CH:22][CH:23]=2)=O)[C:9]=1[F:25])([C:4]([CH3:7])([CH3:6])[CH3:5])([CH3:3])[CH3:2].C(=O)([O-])[O-].[Ca+2].O.[NH2:32][NH2:33], predict the reaction product. The product is: [Si:1]([C:8]1[C:13]([F:14])=[C:12]([F:15])[N:11]=[C:10]([C:16]2[C:18]3[C:19](=[N:20][CH:21]=[CH:22][CH:23]=3)[NH:33][N:32]=2)[C:9]=1[F:25])([C:4]([CH3:6])([CH3:5])[CH3:7])([CH3:3])[CH3:2].